The task is: Predict the reaction yield, written as a fraction of the theoretical maximum amount of product (1.0 means a 100% yield; for example, 0.34 means a 34% yield).. This data is from Reaction yield outcomes from USPTO patents with 853,638 reactions. The reactants are [O:1]=[C:2]1[C:10]2([C:14]3=[CH:15][C:16]4[O:20][CH2:19][O:18][C:17]=4[CH:21]=[C:13]3[O:12][CH2:11]2)[C:9]2[C:4](=[CH:5][CH:6]=[CH:7][CH:8]=2)[N:3]1[CH2:22][C:23]1[O:24][CH:25]=[C:26]([C:28]([OH:30])=O)[N:27]=1.O[N:32]1[C:36]2[CH:37]=CC=C[C:35]=2N=N1.C1(N)CC1. The catalyst is ClCCl. The product is [CH3:35][CH:36]([NH:32][C:28]([C:26]1[N:27]=[C:23]([CH2:22][N:3]2[C:4]3[C:9](=[CH:8][CH:7]=[CH:6][CH:5]=3)[C:10]3([C:14]4=[CH:15][C:16]5[O:20][CH2:19][O:18][C:17]=5[CH:21]=[C:13]4[O:12][CH2:11]3)[C:2]2=[O:1])[O:24][CH:25]=1)=[O:30])[CH3:37]. The yield is 0.910.